From a dataset of Full USPTO retrosynthesis dataset with 1.9M reactions from patents (1976-2016). Predict the reactants needed to synthesize the given product. The reactants are: [C:1]([O:5][C:6]([NH:8][C@@H:9]1[C:23](=[O:24])[N:22]2[CH2:25][C@H:26]([OH:28])[CH2:27][C@H:21]2[C:20](=[O:29])[NH:19][C@:18]2([C:31]([O:33]CC)=[O:32])[CH2:30][C@H:17]2[CH2:16][C:15]([F:37])([F:36])[CH2:14][CH2:13][CH2:12][CH2:11][CH2:10]1)=[O:7])([CH3:4])([CH3:3])[CH3:2].O1CCCC1.CO.O.[OH-].[Li+]. Given the product [C:1]([O:5][C:6]([NH:8][C@@H:9]1[C:23](=[O:24])[N:22]2[CH2:25][C@H:26]([OH:28])[CH2:27][C@H:21]2[C:20](=[O:29])[NH:19][C@:18]2([C:31]([OH:33])=[O:32])[CH2:30][C@H:17]2[CH2:16][C:15]([F:37])([F:36])[CH2:14][CH2:13][CH2:12][CH2:11][CH2:10]1)=[O:7])([CH3:4])([CH3:2])[CH3:3], predict the reactants needed to synthesize it.